Predict the reaction yield, written as a fraction of the theoretical maximum amount of product (1.0 means a 100% yield; for example, 0.34 means a 34% yield). From a dataset of Reaction yield outcomes from USPTO patents with 853,638 reactions. (1) The catalyst is O. The yield is 0.880. The reactants are [NH2:1][C:2]1[NH:7][C:6](=[O:8])[N:5]([CH2:9][CH2:10][CH3:11])[C:4](=[O:12])[C:3]=1[NH:13][C:14]([C:16]1[CH:17]=[N:18][N:19]([CH2:21][C:22]2[CH:27]=[CH:26][CH:25]=[C:24]([C:28]([F:31])([F:30])[F:29])[CH:23]=2)[CH:20]=1)=O.O=P12OP3(OP(OP(O3)(O1)=O)(=O)O2)=O.CN(C=O)C. The product is [CH2:9]([N:5]1[C:4](=[O:12])[C:3]2[NH:13][C:14]([C:16]3[CH:17]=[N:18][N:19]([CH2:21][C:22]4[CH:27]=[CH:26][CH:25]=[C:24]([C:28]([F:31])([F:30])[F:29])[CH:23]=4)[CH:20]=3)=[N:1][C:2]=2[NH:7][C:6]1=[O:8])[CH2:10][CH3:11]. (2) The reactants are [Cl-].O[NH3+:3].[C:4](=[O:7])([O-])[OH:5].[Na+].CS(C)=O.[Si]([O:20][CH:21]([C:23]1[CH:57]=[CH:56][C:26]([CH2:27][N:28]2[C:33](=[O:34])[C:32]([CH2:35][C:36]3[CH:41]=[CH:40][C:39]([C:42]4[C:43]([C:48]#[N:49])=[CH:44][CH:45]=[CH:46][CH:47]=4)=[CH:38][CH:37]=3)=[C:31]([CH2:50][CH2:51][CH3:52])[N:30]3[N:53]=[CH:54][N:55]=[C:29]23)=[CH:25][CH:24]=1)[CH3:22])(C(C)(C)C)(C)C. The catalyst is C(OCC)(=O)C. The product is [OH:20][CH:21]([C:23]1[CH:57]=[CH:56][C:26]([CH2:27][N:28]2[C:33](=[O:34])[C:32]([CH2:35][C:36]3[CH:41]=[CH:40][C:39]([C:42]4[CH:47]=[CH:46][CH:45]=[CH:44][C:43]=4[C:48]4[NH:49][C:4](=[O:7])[O:5][N:3]=4)=[CH:38][CH:37]=3)=[C:31]([CH2:50][CH2:51][CH3:52])[N:30]3[N:53]=[CH:54][N:55]=[C:29]23)=[CH:25][CH:24]=1)[CH3:22]. The yield is 0.560. (3) The reactants are [CH2:1]([OH:4])[CH2:2][CH3:3].Br[C:6]1[CH:11]=[CH:10][CH:9]=[C:8]([Br:12])[N:7]=1. No catalyst specified. The product is [Br:12][C:8]1[CH:9]=[CH:10][CH:11]=[C:6]([O:4][CH2:1][CH2:2][CH3:3])[N:7]=1. The yield is 0.360. (4) The reactants are [Cl:1][C:2]1[C:11]2[C:6](=[CH:7][C:8]([OH:14])=[C:9]([O:12][CH3:13])[CH:10]=2)[N:5]=[CH:4][N:3]=1.Br[CH2:16][CH2:17][Cl:18].C(=O)([O-])[O-].[K+].[K+]. The catalyst is CN(C)C=O. The product is [Cl:1][C:2]1[C:11]2[C:6](=[CH:7][C:8]([O:14][CH2:16][CH2:17][Cl:18])=[C:9]([O:12][CH3:13])[CH:10]=2)[N:5]=[CH:4][N:3]=1. The yield is 0.570.